From a dataset of NCI-60 drug combinations with 297,098 pairs across 59 cell lines. Regression. Given two drug SMILES strings and cell line genomic features, predict the synergy score measuring deviation from expected non-interaction effect. Drug 1: C1CC(C1)(C2=CC=C(C=C2)C3=C(C=C4C(=N3)C=CN5C4=NNC5=O)C6=CC=CC=C6)N. Drug 2: CCC1=C2CN3C(=CC4=C(C3=O)COC(=O)C4(CC)O)C2=NC5=C1C=C(C=C5)O. Cell line: SW-620. Synergy scores: CSS=44.8, Synergy_ZIP=3.28, Synergy_Bliss=4.12, Synergy_Loewe=-14.5, Synergy_HSA=7.59.